This data is from Kir2.1 potassium channel HTS with 301,493 compounds. The task is: Binary Classification. Given a drug SMILES string, predict its activity (active/inactive) in a high-throughput screening assay against a specified biological target. (1) The molecule is Brc1c(cc(NC(=O)c2c([N+]([O-])=O)cccc2)cc1)C. The result is 0 (inactive). (2) The molecule is S(c1cc(NC(=O)c2nnn(Cc3ccccc3)c2N)ccc1)C. The result is 0 (inactive). (3) The drug is O=c1n(Cc2ccncc2)cnc2c1[nH]c1c2cc(OC)cc1. The result is 0 (inactive).